From a dataset of NCI-60 drug combinations with 297,098 pairs across 59 cell lines. Regression. Given two drug SMILES strings and cell line genomic features, predict the synergy score measuring deviation from expected non-interaction effect. Drug 1: C1C(C(OC1N2C=C(C(=O)NC2=O)F)CO)O. Drug 2: CN1C(=O)N2C=NC(=C2N=N1)C(=O)N. Cell line: SK-MEL-28. Synergy scores: CSS=7.86, Synergy_ZIP=1.88, Synergy_Bliss=2.14, Synergy_Loewe=-3.82, Synergy_HSA=-1.44.